Predict the product of the given reaction. From a dataset of Forward reaction prediction with 1.9M reactions from USPTO patents (1976-2016). (1) Given the reactants Cl[C:2]1[CH:7]=[C:6]([N:8]2[CH2:12][CH2:11][CH2:10][CH2:9]2)[CH:5]=[C:4]([Cl:13])[N:3]=1.CC(C)([O-])C.[K+].[F:20][C:21]([F:31])([F:30])[O:22][C:23]1[CH:28]=[CH:27][C:26]([NH2:29])=[CH:25][CH:24]=1.O, predict the reaction product. The product is: [Cl:13][C:4]1[N:3]=[C:2]([NH:29][C:26]2[CH:27]=[CH:28][C:23]([O:22][C:21]([F:20])([F:30])[F:31])=[CH:24][CH:25]=2)[CH:7]=[C:6]([N:8]2[CH2:12][CH2:11][CH2:10][CH2:9]2)[CH:5]=1. (2) Given the reactants Br[C:2]1[CH:7]=[CH:6][C:5]([O:8][CH3:9])=[C:4]([O:10][CH2:11][CH3:12])[CH:3]=1.C([Li])CCC.CCCCCC.[CH3:24][O:25][C:26]1[CH:33]=[CH:32][C:29]([CH:30]=[O:31])=[CH:28][C:27]=1[CH3:34], predict the reaction product. The product is: [CH2:11]([O:10][C:4]1[CH:3]=[C:2]([CH:30]([C:29]2[CH:32]=[CH:33][C:26]([O:25][CH3:24])=[C:27]([CH3:34])[CH:28]=2)[OH:31])[CH:7]=[CH:6][C:5]=1[O:8][CH3:9])[CH3:12]. (3) Given the reactants N#N.[NH:3]1[C:7]2[CH:8]=[CH:9][CH:10]=[CH:11][C:6]=2[N:5]=[C:4]1[C@H:12]([NH:22][C:23]([N:25]1[CH2:29][CH2:28][CH:27]2[CH2:30][N:31](C(OC(C)(C)C)=O)[CH2:32][CH:26]12)=[O:24])[CH2:13][C:14]1[CH:19]=[CH:18][C:17]([O:20][CH3:21])=[CH:16][CH:15]=1.FC(F)(F)S(O[Si](C(C)(C)C)(C)C)(=O)=O, predict the reaction product. The product is: [NH:3]1[C:7]2[CH:8]=[CH:9][CH:10]=[CH:11][C:6]=2[N:5]=[C:4]1[C@H:12]([NH:22][C:23]([N:25]1[CH2:29][CH2:28][CH:27]2[CH2:30][NH:31][CH2:32][CH:26]12)=[O:24])[CH2:13][C:14]1[CH:15]=[CH:16][C:17]([O:20][CH3:21])=[CH:18][CH:19]=1. (4) Given the reactants [CH3:1][C:2]1[S:3][CH:4]=[C:5]([C:7]([NH:9][C:10]2[C:11]3[C:15]([CH:16]=[C:17](B4OC(C)(C)CC(C)(C)O4)[CH:18]=2)=[N:14][N:13](C2CCCCO2)[CH:12]=3)=[O:8])[N:6]=1.Br[C:36]1[CH:37]=[CH:38][C:39]2[O:43][CH:42]=[CH:41][C:40]=2[CH:44]=1.[O-]P(OP(OP([O-])([O-])=O)([O-])=O)(=O)[O-].[K+].[K+].[K+].[K+].[K+].CC#N, predict the reaction product. The product is: [O:43]1[C:39]2[CH:38]=[CH:37][C:36]([C:17]3[CH:16]=[C:15]4[C:11]([CH:12]=[N:13][NH:14]4)=[C:10]([NH:9][C:7]([C:5]4[N:6]=[C:2]([CH3:1])[S:3][CH:4]=4)=[O:8])[CH:18]=3)=[CH:44][C:40]=2[CH:41]=[CH:42]1. (5) Given the reactants [H-].[Na+].O1CCC[CH2:4]1.[CH3:8][CH:9]([CH3:17])[CH2:10][C:11](=[O:16])[CH2:12][C:13](=[O:15])[CH3:14].IC, predict the reaction product. The product is: [CH3:4][CH:12]([C:11](=[O:16])[CH2:10][CH:9]([CH3:17])[CH3:8])[C:13](=[O:15])[CH3:14]. (6) Given the reactants [NH2:1][C:2]1[C:7]([F:8])=[CH:6][N:5]=[C:4]([OH:9])[N:3]=1.[Cl:10][C:11]1[CH:16]=[CH:15][C:14]([S:17](Cl)(=[O:19])=[O:18])=[CH:13][CH:12]=1, predict the reaction product. The product is: [NH2:1][C:2]1[C:7]([F:8])=[CH:6][N:5]([S:17]([C:14]2[CH:15]=[CH:16][C:11]([Cl:10])=[CH:12][CH:13]=2)(=[O:19])=[O:18])[C:4](=[O:9])[N:3]=1. (7) Given the reactants [H-].[Li+].[Al+3].[H-].[H-].[H-].[C:7]([NH:10][CH2:11][C:12]1[CH:21]=[CH:20][C:15]([C:16](OC)=[O:17])=[CH:14][CH:13]=1)(=[O:9])[CH3:8].S([O-])([O-])(=O)=O.[Na+].[Na+], predict the reaction product. The product is: [OH:17][CH2:16][C:15]1[CH:20]=[CH:21][C:12]([CH2:11][NH:10][C:7](=[O:9])[CH3:8])=[CH:13][CH:14]=1. (8) Given the reactants Cl[C:2]1[N:6]([CH3:7])[C:5]2[C:8]([CH:14]([CH2:17][CH3:18])[CH2:15][CH3:16])=[CH:9][CH:10]=[C:11]([O:12][CH3:13])[C:4]=2[N:3]=1.C(=O)([O-])[O-].[K+].[K+].[CH3:25][N:26]1[C:30]([CH3:31])=[C:29]([CH3:32])[C:28]([OH:33])=[N:27]1.CN1C(O)=C(C)C(C)=N1, predict the reaction product. The product is: [CH2:15]([CH:14]([C:8]1[C:5]2[N:6]([CH3:7])[C:2]([O:33][C:28]3[C:29]([CH3:32])=[C:30]([CH3:31])[N:26]([CH3:25])[N:27]=3)=[N:3][C:4]=2[C:11]([O:12][CH3:13])=[CH:10][CH:9]=1)[CH2:17][CH3:18])[CH3:16]. (9) Given the reactants Cl.[OH:2][NH:3][C:4]([C:6]1([S:12]([C:15]2[CH:20]=[CH:19][C:18]([C:21]3[CH:26]=[N:25][C:24]([CH2:27][CH2:28][C:29](F)(F)[C:30]([F:33])([F:32])[F:31])=[CH:23][N:22]=3)=[CH:17][CH:16]=2)(=[O:14])=[O:13])[CH2:11][CH2:10][O:9][CH2:8][CH2:7]1)=[O:5].C1(N2CCC(S(C3C=CC(C4[CH:66]=[CH:65][C:64]([O:67][C:68](F)(F)[CH:69](F)F)=CC=4)=CC=3)(=O)=O)(C(OC(C)(C)C)=O)CC2)CC1, predict the reaction product. The product is: [O:67]1[CH2:64][CH2:65][CH2:66][CH2:69][CH:68]1[O:2][NH:3][C:4]([C:6]1([S:12]([C:15]2[CH:16]=[CH:17][C:18]([C:21]3[CH:26]=[N:25][C:24]([CH2:27][CH2:28][CH2:29][C:30]([F:32])([F:31])[F:33])=[CH:23][N:22]=3)=[CH:19][CH:20]=2)(=[O:14])=[O:13])[CH2:11][CH2:10][O:9][CH2:8][CH2:7]1)=[O:5]. (10) Given the reactants Cl[C:2]1[N:11]=[C:10]([C:12]2[CH:17]=[CH:16][C:15]([O:18][CH3:19])=[CH:14][CH:13]=2)[CH:9]=[C:8]2[C:3]=1[CH:4]=[CH:5][C:6]([C:20]([F:23])([F:22])[F:21])=[N:7]2.[NH2:24][CH2:25][CH2:26][CH2:27][NH2:28], predict the reaction product. The product is: [NH2:24][CH2:25][CH2:26][CH2:27][NH:28][C:2]1[N:11]=[C:10]([C:12]2[CH:17]=[CH:16][C:15]([O:18][CH3:19])=[CH:14][CH:13]=2)[CH:9]=[C:8]2[C:3]=1[CH:4]=[CH:5][C:6]([C:20]([F:23])([F:22])[F:21])=[N:7]2.